This data is from Peptide-MHC class I binding affinity with 185,985 pairs from IEDB/IMGT. The task is: Regression. Given a peptide amino acid sequence and an MHC pseudo amino acid sequence, predict their binding affinity value. This is MHC class I binding data. (1) The peptide sequence is VVEPPRQLV. The MHC is HLA-A02:03 with pseudo-sequence HLA-A02:03. The binding affinity (normalized) is 0.196. (2) The peptide sequence is ILQDRIRMY. The MHC is HLA-A68:02 with pseudo-sequence HLA-A68:02. The binding affinity (normalized) is 0.0847. (3) The peptide sequence is FQPQNGQYI. The MHC is HLA-C04:01 with pseudo-sequence HLA-C04:01. The binding affinity (normalized) is 0.0847.